This data is from Tox21: 12 toxicity assays (nuclear receptors and stress response pathways). The task is: Binary classification across 12 toxicity assays. (1) The compound is COc1cc(C=O)cc2c1[C@H](COC(N)=O)[C@]1(OC(C)=O)ON2C[C@H]2[C@@H]1N2C(C)=O. It tested positive (active) for: SR-p53 (p53 tumor suppressor activation). (2) The molecule is O=C(NC(=O)c1c(F)cccc1F)Nc1ccc(Oc2ccc(C(F)(F)F)cc2Cl)cc1F. It tested positive (active) for: NR-PPAR-gamma (PPAR-gamma nuclear receptor agonist), and SR-ARE (Antioxidant Response Element (oxidative stress)). (3) The compound is O=C(N/N=C/c1ccc([N+](=O)[O-])o1)c1cc([N+](=O)[O-])cc([N+](=O)[O-])c1O. It tested positive (active) for: SR-ARE (Antioxidant Response Element (oxidative stress)). (4) The compound is COC(=O)[C@H]1[C@H]2C[C@@H]3c4[nH]c5cc(OC)ccc5c4CCN3C[C@H]2C[C@@H](OC(=O)c2cc(OC)c(OC)c(OC)c2)[C@@H]1OC. It tested positive (active) for: NR-AhR (Aryl hydrocarbon Receptor agonist activity), NR-Aromatase (Aromatase enzyme inhibition), NR-ER-LBD (Estrogen Receptor Ligand Binding Domain agonist), and SR-MMP (Mitochondrial Membrane Potential disruption).